This data is from Full USPTO retrosynthesis dataset with 1.9M reactions from patents (1976-2016). The task is: Predict the reactants needed to synthesize the given product. (1) Given the product [O:1]([C:8]1[CH:13]=[C:12]([O:14][CH2:15][CH2:16][CH2:17][CH2:18][CH2:19][NH:20][C:21]2[CH:26]=[CH:25][CH:24]=[CH:23][N:22]=2)[CH:11]=[CH:10][C:9]=1[CH2:27][C:28]([OH:30])=[O:29])[C:2]1[CH:3]=[CH:4][CH:5]=[CH:6][CH:7]=1, predict the reactants needed to synthesize it. The reactants are: [O:1]([C:8]1[CH:13]=[C:12]([O:14][CH2:15][CH2:16][CH2:17][CH2:18][CH2:19][NH:20][C:21]2[CH:26]=[CH:25][CH:24]=[CH:23][N:22]=2)[CH:11]=[CH:10][C:9]=1[CH2:27][C:28]([O:30]C)=[O:29])[C:2]1[CH:7]=[CH:6][CH:5]=[CH:4][CH:3]=1.[OH-].[Na+]. (2) Given the product [NH2:36][C@H:27]([C:26]([OH:31])=[O:25])[CH2:28][CH2:29][CH2:30][CH2:32][NH2:47], predict the reactants needed to synthesize it. The reactants are: C[C@@H]1O[C@@H](O[C@H]2[C@H](O)[C@@H](O)[C@H](NC(N)=N)[C@@H](O)[C@@H]2NC(N)=N)[C@H]([O:25][C@@H:26]2[O:31][C@@H:30]([CH2:32]O)[C@H:29](O)[C@@H:28](O)[C@@H:27]2[NH:36]C)[C@@]1(O)C=O.C1[C@H]([NH2:47])[C@@H](O[C@H]2O[C@H](CN)[C@@H](O)[C@H](O)[C@H]2O)[C@H](O)[C@@H](O[C@H]2O[C@H](CO)[C@@H](O)[C@H](N)[C@H]2O)[C@@H]1N. (3) Given the product [ClH:24].[ClH:24].[NH2:1][C:2]1[C:3]2[CH2:14][NH:13][C:12]([CH3:22])([CH3:23])[C:4]=2[N:5]([C:7]([O:9][CH2:10][CH3:11])=[O:8])[N:6]=1, predict the reactants needed to synthesize it. The reactants are: [NH2:1][C:2]1[C:3]2[CH2:14][N:13](C(OC(C)(C)C)=O)[C:12]([CH3:23])([CH3:22])[C:4]=2[N:5]([C:7]([O:9][CH2:10][CH3:11])=[O:8])[N:6]=1.[ClH:24]. (4) Given the product [CH2:1]1[C:14]2[C:13]3[CH:12]=[CH:11][CH:10]=[CH:9][C:8]=3[N:7]([C:18]3[CH:19]=[CH:20][C:21]4[N:22]([CH:28]=3)[C:23](=[O:27])[CH:24]=[CH:25][N:26]=4)[C:6]=2[CH:5]2[CH2:4][CH2:3][N:2]1[CH2:16][CH2:15]2, predict the reactants needed to synthesize it. The reactants are: [CH2:1]1[C:14]2[C:13]3[CH:12]=[CH:11][CH:10]=[CH:9][C:8]=3[NH:7][C:6]=2[CH:5]2[CH2:15][CH2:16][N:2]1[CH2:3][CH2:4]2.Br[C:18]1[CH:19]=[CH:20][C:21]2[N:22]([CH:28]=1)[C:23](=[O:27])[CH:24]=[CH:25][N:26]=2.